Dataset: Full USPTO retrosynthesis dataset with 1.9M reactions from patents (1976-2016). Task: Predict the reactants needed to synthesize the given product. (1) The reactants are: [CH3:1][O:2][C:3]1[CH:11]=[C:10]([O:12][CH3:13])[CH:9]=[CH:8][C:4]=1[C:5](O)=O.[NH2:14][OH:15]. Given the product [CH3:1][O:2][C:3]1[CH:11]=[C:10]([O:12][CH3:13])[CH:9]=[CH:8][C:4]=1[CH:5]=[N:14][OH:15], predict the reactants needed to synthesize it. (2) Given the product [F:18][C:15]1[CH:16]=[CH:17][C:12]([N:8]2[C:9]3[C:4](=[CH:3][C:2]([N:23]([CH3:22])[CH2:24][C:25]4[CH:26]=[N:27][CH:28]=[CH:29][CH:30]=4)=[CH:11][CH:10]=3)[C:5](=[O:21])[C:6]([C:19]#[N:20])=[CH:7]2)=[CH:13][CH:14]=1, predict the reactants needed to synthesize it. The reactants are: Br[C:2]1[CH:3]=[C:4]2[C:9](=[CH:10][CH:11]=1)[N:8]([C:12]1[CH:17]=[CH:16][C:15]([F:18])=[CH:14][CH:13]=1)[CH:7]=[C:6]([C:19]#[N:20])[C:5]2=[O:21].[CH3:22][NH:23][CH2:24][C:25]1[CH:26]=[N:27][CH:28]=[CH:29][CH:30]=1.C(=O)([O-])[O-].[Cs+].[Cs+].C1(P(C2C=CC=CC=2)C2C3OC4C(=CC=CC=4P(C4C=CC=CC=4)C4C=CC=CC=4)C(C)(C)C=3C=CC=2)C=CC=CC=1. (3) Given the product [O:13]=[O:1].[O:1]=[CH:2][C@@H:3]([C@H:5]([C@@H:7]([C@@H:9]([CH2:11][OH:12])[OH:10])[OH:8])[OH:6])[OH:4].[O:1]=[CH:2][C@@H:3]([C@H:5]([C@@H:7]([C@@H:9]([CH2:11][OH:12])[OH:10])[OH:8])[OH:6])[OH:4], predict the reactants needed to synthesize it. The reactants are: [O:1]=[CH:2][C@@H:3]([C@H:5]([C@@H:7]([C@@H:9]([CH2:11][OH:12])[OH:10])[OH:8])[OH:6])[OH:4].[OH2:13]. (4) Given the product [F:27][C:28]1[CH:29]=[CH:30][CH:31]=[C:32]2[C:36]=1[C:35](=[O:37])[N:23]([C:22]1[CH:24]=[CH:25][CH:26]=[C:20]([CH2:19][CH2:18][N:15]3[CH2:14][CH2:13][N:12]([C:8]4[CH:7]=[CH:6][CH:5]=[C:4]5[C:9]=4[CH:10]=[CH:11][C:2]([CH3:1])=[N:3]5)[CH2:17][CH2:16]3)[CH:21]=1)[C:33]2=[O:34], predict the reactants needed to synthesize it. The reactants are: [CH3:1][C:2]1[CH:11]=[CH:10][C:9]2[C:4](=[CH:5][CH:6]=[CH:7][C:8]=2[N:12]2[CH2:17][CH2:16][N:15]([CH2:18][CH2:19][C:20]3[CH:21]=[C:22]([CH:24]=[CH:25][CH:26]=3)[NH2:23])[CH2:14][CH2:13]2)[N:3]=1.[F:27][C:28]1[C:36]2[C:35](=[O:37])[O:34][C:33](=O)[C:32]=2[CH:31]=[CH:30][CH:29]=1. (5) Given the product [C:11]1([C:10]2[C:9]([CH2:20][CH2:19][C:18]([OH:22])=[O:21])=[C:1]([C:2]3[CH:7]=[CH:6][CH:5]=[CH:4][CH:3]=3)[O:8][N:34]=2)[CH:16]=[CH:15][CH:14]=[CH:13][CH:12]=1, predict the reactants needed to synthesize it. The reactants are: [C:1]([CH2:9][C:10](=O)[C:11]1[CH:16]=[CH:15][CH:14]=[CH:13][CH:12]=1)(=[O:8])[C:2]1[CH:7]=[CH:6][CH:5]=[CH:4][CH:3]=1.[C:18]([O:22]C)(=[O:21])[CH:19]=[CH2:20].CC(C)([O-])C.[K+].Cl.[OH-].[Na+].C[N:34](C)C=O. (6) Given the product [O:1]1[C:5]2[CH:6]=[CH:7][CH:8]=[C:9]([CH2:10][N:11]([C:12]3[CH:17]=[CH:16][CH:15]=[CH:14][C:13]=3[O:18][C:19]3[CH:24]=[CH:23][CH:22]=[CH:21][CH:20]=3)[C:27](=[O:28])[CH2:26][F:25])[C:4]=2[O:3][CH2:2]1, predict the reactants needed to synthesize it. The reactants are: [O:1]1[C:5]2[CH:6]=[CH:7][CH:8]=[C:9]([CH2:10][NH:11][C:12]3[CH:17]=[CH:16][CH:15]=[CH:14][C:13]=3[O:18][C:19]3[CH:24]=[CH:23][CH:22]=[CH:21][CH:20]=3)[C:4]=2[O:3][CH2:2]1.[F:25][CH2:26][C:27](Cl)=[O:28]. (7) Given the product [C:1]1([CH2:7][CH2:8][CH:9]([OH:13])[CH2:10][CH:11]=[CH:12][CH2:14][Si:17]([CH3:20])([CH3:19])[CH3:18])[CH:6]=[CH:5][CH:4]=[CH:3][CH:2]=1, predict the reactants needed to synthesize it. The reactants are: [C:1]1([CH2:7][CH2:8][CH:9]([OH:13])[CH2:10][CH:11]=[CH2:12])[CH:6]=[CH:5][CH:4]=[CH:3][CH:2]=1.[CH2:14]([Si:17]([CH3:20])([CH3:19])[CH3:18])C=C.CCCCCC.CCOCC. (8) Given the product [S:28]1[C:29]2[CH:34]=[CH:33][CH:32]=[CH:31][C:30]=2[C:26]([N:20]2[CH2:21][CH2:22][N:23]([CH2:2][CH2:3][C:4]3[CH:5]=[C:6]4[C:11](=[C:12]([CH3:15])[C:13]=3[F:14])[NH:10][C:9](=[O:16])[CH2:8][C:7]4([CH3:18])[CH3:17])[CH2:24][CH2:25]2)=[N:27]1, predict the reactants needed to synthesize it. The reactants are: Cl[CH2:2][CH2:3][C:4]1[CH:5]=[C:6]2[C:11](=[C:12]([CH3:15])[C:13]=1[F:14])[NH:10][C:9](=[O:16])[CH2:8][C:7]2([CH3:18])[CH3:17].Cl.[N:20]1([C:26]2[C:30]3[CH:31]=[CH:32][CH:33]=[CH:34][C:29]=3[S:28][N:27]=2)[CH2:25][CH2:24][NH:23][CH2:22][CH2:21]1.C(=O)([O-])[O-].[K+].[K+].[I].[K]. (9) Given the product [Br:12][C:13]1[CH:19]=[CH:18][CH:17]=[C:16]([Br:20])[C:14]=1[NH:15][C:2]1[CH:7]=[CH:6][CH:5]=[CH:4][C:3]=1[CH2:8][C:9]([OH:11])=[O:10], predict the reactants needed to synthesize it. The reactants are: Br[C:2]1[CH:7]=[CH:6][CH:5]=[CH:4][C:3]=1[CH2:8][C:9]([OH:11])=[O:10].[Br:12][C:13]1[CH:19]=[CH:18][CH:17]=[C:16]([Br:20])[C:14]=1[NH2:15].